From a dataset of Peptide-MHC class II binding affinity with 134,281 pairs from IEDB. Regression. Given a peptide amino acid sequence and an MHC pseudo amino acid sequence, predict their binding affinity value. This is MHC class II binding data. (1) The binding affinity (normalized) is 0.288. The peptide sequence is LQGPFNFRFLTEKGM. The MHC is HLA-DPA10301-DPB10402 with pseudo-sequence HLA-DPA10301-DPB10402. (2) The binding affinity (normalized) is 0.318. The peptide sequence is EVVKANGGYLAAGKL. The MHC is HLA-DQA10102-DQB10502 with pseudo-sequence HLA-DQA10102-DQB10502.